From a dataset of Peptide-MHC class II binding affinity with 134,281 pairs from IEDB. Regression. Given a peptide amino acid sequence and an MHC pseudo amino acid sequence, predict their binding affinity value. This is MHC class II binding data. The peptide sequence is RVLDILVARRLLLKK. The MHC is DRB4_0101 with pseudo-sequence DRB4_0103. The binding affinity (normalized) is 0.312.